Dataset: Full USPTO retrosynthesis dataset with 1.9M reactions from patents (1976-2016). Task: Predict the reactants needed to synthesize the given product. (1) Given the product [ClH:14].[CH3:1][C:2]1[N:3]=[CH:4][C:5]([C:9]([O:11][CH3:16])=[O:10])=[N:6][C:7]=1[CH3:8], predict the reactants needed to synthesize it. The reactants are: [CH3:1][C:2]1[N:3]=[CH:4][C:5]([C:9]([OH:11])=[O:10])=[N:6][C:7]=1[CH3:8].S(Cl)([Cl:14])=O.[CH3:16]O. (2) Given the product [C:11]1([C@H:9]([N:8]2[C:6]3=[N:7][CH:2]=[CH:3][N:4]=[C:5]3[NH:17][C:39]2=[O:40])[CH3:10])[CH:16]=[CH:15][CH:14]=[CH:13][CH:12]=1.[Br:1][C:2]1[N:7]=[C:6]([NH:8][C@@H:9]([C:11]2[CH:12]=[CH:13][CH:14]=[CH:15][CH:16]=2)[CH3:10])[C:5]([NH2:17])=[N:4][CH:3]=1, predict the reactants needed to synthesize it. The reactants are: [Br:1][C:2]1[N:7]=[C:6]([NH:8][C@@H:9]([C:11]2[CH:16]=[CH:15][CH:14]=[CH:13][CH:12]=2)[CH3:10])[C:5]([NH2:17])=[N:4][CH:3]=1.C[C@@H](N)C1C=CC=CC=1.NC1C(Br)=NC(Br)=CN=1.CCC[CH2:39][OH:40]. (3) Given the product [CH2:2]([O:1][C:6]1[CH:11]=[CH:10][C:9]([S:12]([NH2:15])(=[O:14])=[O:13])=[CH:8][C:7]=1[N+:16]([O-:18])=[O:17])[CH3:3], predict the reactants needed to synthesize it. The reactants are: [O-:1][CH2:2][CH3:3].[Na+].F[C:6]1[CH:11]=[CH:10][C:9]([S:12]([NH2:15])(=[O:14])=[O:13])=[CH:8][C:7]=1[N+:16]([O-:18])=[O:17].N(C1C=C(C=CC=1OC(F)(F)F)C(N)=O)C(N)=S. (4) Given the product [ClH:38].[F:1][C:2]1[C:7]([C:8]2[CH:9]=[C:10]([CH2:22][NH:23][CH3:24])[S:11][C:12]=2[S:13]([C:16]2[CH:20]=[CH:19][O:18][C:17]=2[CH3:21])(=[O:14])=[O:15])=[CH:6][CH:5]=[CH:4][N:3]=1, predict the reactants needed to synthesize it. The reactants are: [F:1][C:2]1[C:7]([C:8]2[CH:9]=[C:10]([CH2:22][N:23](C)[C:24](=O)OC(C)(C)C)[S:11][C:12]=2[S:13]([C:16]2[CH:20]=[CH:19][O:18][C:17]=2[CH3:21])(=[O:15])=[O:14])=[CH:6][CH:5]=[CH:4][N:3]=1.C(OCC)(=O)C.[ClH:38].